This data is from Reaction yield outcomes from USPTO patents with 853,638 reactions. The task is: Predict the reaction yield, written as a fraction of the theoretical maximum amount of product (1.0 means a 100% yield; for example, 0.34 means a 34% yield). (1) The reactants are [Br:1][C:2]1[N:7]=[C:6]([CH2:8][NH:9][CH3:10])[CH:5]=[CH:4][CH:3]=1.[C:11]([O:15][C:16]([N:18]1[C@@H:22]([C@H:23]([O:30][Si:31]([C:34]([CH3:37])([CH3:36])[CH3:35])([CH3:33])[CH3:32])[C:24]2[CH:29]=[CH:28][CH:27]=[CH:26][CH:25]=2)[CH2:21][CH2:20][C@H:19]1[CH2:38][C:39]1[CH:47]=[CH:46][C:42]([C:43](O)=[O:44])=[CH:41][CH:40]=1)=[O:17])([CH3:14])([CH3:13])[CH3:12].CN(C(ON1N=NC2C=CC=NC1=2)=[N+](C)C)C.F[P-](F)(F)(F)(F)F.CCN(C(C)C)C(C)C. The catalyst is CN(C=O)C.CCOC(C)=O. The product is [Br:1][C:2]1[N:7]=[C:6]([CH2:8][N:9]([CH3:10])[C:43]([C:42]2[CH:41]=[CH:40][C:39]([CH2:38][C@H:19]3[CH2:20][CH2:21][C@@H:22]([C@H:23]([O:30][Si:31]([C:34]([CH3:37])([CH3:36])[CH3:35])([CH3:32])[CH3:33])[C:24]4[CH:29]=[CH:28][CH:27]=[CH:26][CH:25]=4)[N:18]3[C:16]([O:15][C:11]([CH3:12])([CH3:13])[CH3:14])=[O:17])=[CH:47][CH:46]=2)=[O:44])[CH:5]=[CH:4][CH:3]=1. The yield is 0.270. (2) The reactants are [NH2:1][C:2]1[S:10][C:5]2[CH2:6][NH:7][CH2:8][CH2:9][C:4]=2[C:3]=1[C:11]([N:13]1[CH2:17][CH2:16][CH2:15][CH2:14]1)=[O:12].CCN=C=NCCCN(C)C.[CH:29]1[CH:30]=[CH:31][C:32]2[N:37](O)[N:36]=[N:35][C:33]=2[CH:34]=1.CN([CH:42]=[O:43])C. The catalyst is C(OCC)(=O)C. The product is [NH2:1][C:2]1[S:10][C:5]2[CH2:6][N:7]([C:42]([C:29]3[CH:30]=[CH:31][C:32]4[NH:37][N:36]=[N:35][C:33]=4[CH:34]=3)=[O:43])[CH2:8][CH2:9][C:4]=2[C:3]=1[C:11]([N:13]1[CH2:17][CH2:16][CH2:15][CH2:14]1)=[O:12]. The yield is 0.100. (3) The reactants are [CH2:1]([C:3]([OH:36])([CH2:34][CH3:35])[CH2:4][CH2:5][C:6]1[CH:11]=[CH:10][C:9]([C:12]([CH2:31][CH3:32])([C:15]2[CH:20]=[CH:19][C:18](B3OC(C)(C)C(C)(C)O3)=[C:17]([CH3:30])[CH:16]=2)[CH2:13][CH3:14])=[CH:8][C:7]=1[CH3:33])[CH3:2].[CH3:37][O:38][C:39](=[O:48])[CH2:40][C:41]1[CH:42]=[N:43][CH:44]=[C:45](Br)[CH:46]=1.P([O-])([O-])([O-])=O.[K+].[K+].[K+]. The catalyst is C1C=CC([P]([Pd]([P](C2C=CC=CC=2)(C2C=CC=CC=2)C2C=CC=CC=2)([P](C2C=CC=CC=2)(C2C=CC=CC=2)C2C=CC=CC=2)[P](C2C=CC=CC=2)(C2C=CC=CC=2)C2C=CC=CC=2)(C2C=CC=CC=2)C2C=CC=CC=2)=CC=1.O. The product is [CH3:37][O:38][C:39](=[O:48])[CH2:40][C:41]1[CH:42]=[N:43][CH:44]=[C:45]([C:18]2[CH:19]=[CH:20][C:15]([C:12]([CH2:13][CH3:14])([C:9]3[CH:10]=[CH:11][C:6]([CH2:5][CH2:4][C:3]([CH2:34][CH3:35])([OH:36])[CH2:1][CH3:2])=[C:7]([CH3:33])[CH:8]=3)[CH2:31][CH3:32])=[CH:16][C:17]=2[CH3:30])[CH:46]=1. The yield is 0.920. (4) The reactants are [C:1]1([S:7]([N:10]2[C:14]3=[N:15][CH:16]=[C:17]([C:19]#[C:20][CH2:21][O:22][CH3:23])[CH:18]=[C:13]3[CH:12]=[C:11]2[C:24](OS(C2C=CC(C)=CC=2)(=O)=O)=[CH:25][CH:26]2[CH2:30][CH2:29][CH2:28][CH2:27]2)(=[O:9])=[O:8])[CH:6]=[CH:5][CH:4]=[CH:3][CH:2]=1.[CH3:42][S:43]([C:46]1[CH:51]=[CH:50][C:49](B(O)O)=[CH:48][CH:47]=1)(=[O:45])=[O:44].C(=O)([O-])[O-].[Na+].[Na+]. The catalyst is O1CCOCC1.C(OCC)(=O)C.Cl[Pd](Cl)([P](C1C=CC=CC=1)(C1C=CC=CC=1)C1C=CC=CC=1)[P](C1C=CC=CC=1)(C1C=CC=CC=1)C1C=CC=CC=1. The product is [C:1]1([S:7]([N:10]2[C:14]3=[N:15][CH:16]=[C:17]([C:19]#[C:20][CH2:21][O:22][CH3:23])[CH:18]=[C:13]3[CH:12]=[C:11]2[C:24]([C:49]2[CH:50]=[CH:51][C:46]([S:43]([CH3:42])(=[O:45])=[O:44])=[CH:47][CH:48]=2)=[CH:25][CH:26]2[CH2:30][CH2:29][CH2:28][CH2:27]2)(=[O:9])=[O:8])[CH:6]=[CH:5][CH:4]=[CH:3][CH:2]=1. The yield is 0.456. (5) The reactants are [Br:1][C:2]1[CH:7]=[CH:6][C:5]([CH2:8][N:9]2[CH:14]=[CH:13][C:12]3=[N:15][C:16]([C:18]4[CH:23]=[CH:22][CH:21]=[CH:20][CH:19]=4)=[N:17][C:11]3=[C:10]2Cl)=[CH:4][CH:3]=1.[OH-:25].[Na+].O.Cl. The catalyst is CN(C=O)C. The product is [Br:1][C:2]1[CH:7]=[CH:6][C:5]([CH2:8][N:9]2[CH:14]=[CH:13][C:12]3=[N:15][C:16]([C:18]4[CH:23]=[CH:22][CH:21]=[CH:20][CH:19]=4)=[N:17][C:11]3=[C:10]2[OH:25])=[CH:4][CH:3]=1. The yield is 0.810.